From a dataset of Forward reaction prediction with 1.9M reactions from USPTO patents (1976-2016). Predict the product of the given reaction. (1) Given the reactants C([NH:5][S:6]([C:9]1[C:10]([C:15]2[CH:20]=[CH:19][C:18]([CH2:21][N:22]3[C:26]([C:27](=[O:29])[CH3:28])=[C:25]([Cl:30])[N:24]=[C:23]3[C:31]3[CH:36]=[CH:35][CH:34]=[CH:33][CH:32]=3)=[CH:17][CH:16]=2)=[CH:11][CH:12]=[CH:13][CH:14]=1)(=[O:8])=[O:7])(C)(C)C.C1(OC)C=CC=CC=1, predict the reaction product. The product is: [C:27]([C:26]1[N:22]([CH2:21][C:18]2[CH:19]=[CH:20][C:15]([C:10]3[C:9]([S:6]([NH2:5])(=[O:8])=[O:7])=[CH:14][CH:13]=[CH:12][CH:11]=3)=[CH:16][CH:17]=2)[C:23]([C:31]2[CH:36]=[CH:35][CH:34]=[CH:33][CH:32]=2)=[N:24][C:25]=1[Cl:30])(=[O:29])[CH3:28]. (2) Given the reactants [F:1][C:2]1[CH:10]=[CH:9][C:5]([C:6]([OH:8])=[O:7])=[CH:4][C:3]=1[N+:11]([O-:13])=[O:12].[CH3:14][Si](C=[N+]=[N-])(C)C.O, predict the reaction product. The product is: [CH3:14][O:7][C:6](=[O:8])[C:5]1[CH:9]=[CH:10][C:2]([F:1])=[C:3]([N+:11]([O-:13])=[O:12])[CH:4]=1. (3) The product is: [CH3:18][C:15]1([CH3:19])[O:14][C@@H:13]([CH2:12][N:9]2[CH:8]=[C:4]3[N:5]=[CH:6][CH:7]=[C:2]([I:1])[C:3]3=[N:10]2)[CH2:17][O:16]1. Given the reactants [I:1][C:2]1[C:3]2[C:4](=[CH:8][NH:9][N:10]=2)[N:5]=[CH:6][CH:7]=1.Cl[CH2:12][C@H:13]1[CH2:17][O:16][C:15]([CH3:19])([CH3:18])[O:14]1.C(=O)([O-])[O-].[Cs+].[Cs+], predict the reaction product. (4) The product is: [O:41]=[C:40]1[N:38]([O:33][CH2:26][CH:25]=[CH2:24])[CH:5]2[CH2:4][N:3]1[N:2]([CH2:14][C:15]([O:17][C:18]([CH3:21])([CH3:20])[CH3:19])=[O:16])[C:11]1[CH:10]=[CH:9][CH:8]=[CH:7][C:6]=12. Given the reactants Cl.[N:2]1[C:11]2[C:6](=[CH:7][CH:8]=[CH:9][CH:10]=2)[C:5](O)=[CH:4][N:3]=1.Br[CH2:14][C:15]([O:17][C:18]([CH3:21])([CH3:20])[CH3:19])=[O:16].[H-].[Na+].[CH3:24][CH2:25][CH2:26][CH2:24][CH2:25][CH2:26]C.CC[O:33]C(C)=[O:33].C[N:38]([CH:40]=[O:41])C, predict the reaction product. (5) Given the reactants [F-].C([N+](CCCC)(CCCC)CCCC)CCC.[Si]([O:26][C@@H:27]([CH3:48])[C@H:28]([N:37]1[CH:45]=[N:44][C:43]2[C:38]1=[N:39][CH:40]=[N:41][C:42]=2[O:46][CH3:47])[CH2:29][CH2:30][C:31]1[CH:36]=[CH:35][CH:34]=[CH:33][CH:32]=1)(C(C)(C)C)(C)C.ClCCl.CO, predict the reaction product. The product is: [CH3:47][O:46][C:42]1[N:41]=[CH:40][N:39]=[C:38]2[C:43]=1[N:44]=[CH:45][N:37]2[C@H:28]([CH2:29][CH2:30][C:31]1[CH:36]=[CH:35][CH:34]=[CH:33][CH:32]=1)[C@@H:27]([OH:26])[CH3:48]. (6) Given the reactants C([O:8][C:9]1[CH:14]=[CH:13][C:12]([CH2:15][C@H:16]([O:22][CH2:23][CH3:24])[C:17]([O:19][CH2:20][CH3:21])=[O:18])=[CH:11][CH:10]=1)C1C=CC=CC=1.[H][H], predict the reaction product. The product is: [CH2:23]([O:22][C@@H:16]([CH2:15][C:12]1[CH:11]=[CH:10][C:9]([OH:8])=[CH:14][CH:13]=1)[C:17]([O:19][CH2:20][CH3:21])=[O:18])[CH3:24].